This data is from Full USPTO retrosynthesis dataset with 1.9M reactions from patents (1976-2016). The task is: Predict the reactants needed to synthesize the given product. Given the product [NH2:1][C:2]1[N:7]=[C:6]([N:8]2[C:16]3[C:11](=[CH:12][CH:13]=[C:14]([C:17]#[C:18][C:19]([CH3:22])([OH:21])[CH3:20])[CH:15]=3)[CH:10]=[N:9]2)[C:5]([C:28]2[CH:27]=[N:26][N:25]([CH3:24])[CH:29]=2)=[CH:4][N:3]=1, predict the reactants needed to synthesize it. The reactants are: [NH2:1][C:2]1[N:7]=[C:6]([N:8]2[C:16]3[C:11](=[CH:12][CH:13]=[C:14]([C:17]#[C:18][C:19]([CH3:22])([OH:21])[CH3:20])[CH:15]=3)[CH:10]=[N:9]2)[C:5](Br)=[CH:4][N:3]=1.[CH3:24][N:25]1[CH:29]=[C:28](B2OC(C)(C)C(C)(C)O2)[CH:27]=[N:26]1.